Regression. Given two drug SMILES strings and cell line genomic features, predict the synergy score measuring deviation from expected non-interaction effect. From a dataset of NCI-60 drug combinations with 297,098 pairs across 59 cell lines. (1) Drug 1: C1=NNC2=C1C(=O)NC=N2. Drug 2: CC1C(C(CC(O1)OC2CC(CC3=C2C(=C4C(=C3O)C(=O)C5=C(C4=O)C(=CC=C5)OC)O)(C(=O)CO)O)N)O.Cl. Cell line: HL-60(TB). Synergy scores: CSS=53.5, Synergy_ZIP=6.16, Synergy_Bliss=8.92, Synergy_Loewe=-15.6, Synergy_HSA=10.0. (2) Drug 1: CC1OCC2C(O1)C(C(C(O2)OC3C4COC(=O)C4C(C5=CC6=C(C=C35)OCO6)C7=CC(=C(C(=C7)OC)O)OC)O)O. Drug 2: C(CN)CNCCSP(=O)(O)O. Cell line: SK-MEL-28. Synergy scores: CSS=6.45, Synergy_ZIP=-1.78, Synergy_Bliss=-1.73, Synergy_Loewe=-12.6, Synergy_HSA=-0.880. (3) Drug 1: CC12CCC3C(C1CCC2O)C(CC4=C3C=CC(=C4)O)CCCCCCCCCS(=O)CCCC(C(F)(F)F)(F)F. Drug 2: C#CCC(CC1=CN=C2C(=N1)C(=NC(=N2)N)N)C3=CC=C(C=C3)C(=O)NC(CCC(=O)O)C(=O)O. Cell line: EKVX. Synergy scores: CSS=-5.17, Synergy_ZIP=2.51, Synergy_Bliss=-1.38, Synergy_Loewe=-6.58, Synergy_HSA=-7.23. (4) Drug 1: C1CC(=O)NC(=O)C1N2CC3=C(C2=O)C=CC=C3N. Drug 2: C1C(C(OC1N2C=NC3=C(N=C(N=C32)Cl)N)CO)O. Cell line: U251. Synergy scores: CSS=6.65, Synergy_ZIP=2.09, Synergy_Bliss=1.72, Synergy_Loewe=1.80, Synergy_HSA=1.93. (5) Drug 1: C1CN1C2=NC(=NC(=N2)N3CC3)N4CC4. Drug 2: C1CN(CCN1C(=O)CCBr)C(=O)CCBr. Cell line: MDA-MB-231. Synergy scores: CSS=21.1, Synergy_ZIP=-7.98, Synergy_Bliss=-3.18, Synergy_Loewe=0.742, Synergy_HSA=1.73.